This data is from Catalyst prediction with 721,799 reactions and 888 catalyst types from USPTO. The task is: Predict which catalyst facilitates the given reaction. (1) Reactant: [C:1]([C:10]1[CH:15]=[CH:14][C:13](O)=[CH:12][CH:11]=1)([C:4]1[CH:9]=[CH:8][CH:7]=[CH:6][CH:5]=1)([CH3:3])[CH3:2].C(N(CC)CC)C.[C:24](Cl)(=[O:31])[C:25]1[CH:30]=[CH:29][CH:28]=[CH:27][CH:26]=1.[OH2:33]. Product: [C:24]([O:31][C:5]1[CH:6]=[CH:7][CH:8]=[CH:9][C:4]=1[C:1]([C:10]1[CH:15]=[CH:14][CH:13]=[CH:12][CH:11]=1)([CH3:3])[CH3:2])(=[O:33])[C:25]1[CH:30]=[CH:29][CH:28]=[CH:27][CH:26]=1. The catalyst class is: 7. (2) Reactant: [F:1][C:2]1[CH:16]=[CH:15][CH:14]=[CH:13][C:3]=1[O:4][C:5]1[CH:12]=[CH:11][C:8]([C:9]#[N:10])=[CH:7][CH:6]=1.C(O)C.N. Product: [F:1][C:2]1[CH:16]=[CH:15][CH:14]=[CH:13][C:3]=1[O:4][C:5]1[CH:12]=[CH:11][C:8]([CH2:9][NH2:10])=[CH:7][CH:6]=1. The catalyst class is: 94. (3) Reactant: [H-].[Na+].[CH3:3][C:4]1[CH:9]=[C:8]([O:10][CH2:11][C:12]2[N:13]=[C:14](/[CH:17]=[CH:18]/[C:19]3[CH:24]=[CH:23][C:22]([O:25][C:26]([F:29])([F:28])[F:27])=[CH:21][CH:20]=3)[O:15][CH:16]=2)[CH:7]=[CH:6][C:5]=1[CH2:30][CH2:31][CH2:32][CH2:33][C:34]1[N:35]=[N:36][NH:37][CH:38]=1.I[CH3:40]. Product: [CH3:40][N:36]1[N:35]=[C:34]([CH2:33][CH2:32][CH2:31][CH2:30][C:5]2[CH:6]=[CH:7][C:8]([O:10][CH2:11][C:12]3[N:13]=[C:14](/[CH:17]=[CH:18]/[C:19]4[CH:20]=[CH:21][C:22]([O:25][C:26]([F:27])([F:28])[F:29])=[CH:23][CH:24]=4)[O:15][CH:16]=3)=[CH:9][C:4]=2[CH3:3])[CH:38]=[N:37]1. The catalyst class is: 3.